Predict the reactants needed to synthesize the given product. From a dataset of Full USPTO retrosynthesis dataset with 1.9M reactions from patents (1976-2016). (1) Given the product [CH:1]1[C:6]2=[N:7][S:8][N:9]=[C:5]2[C:4]([NH:10][C:11]2[NH:15][CH2:14][CH2:13][N:12]=2)=[C:3]([Cl:16])[CH:2]=1.[ClH:16], predict the reactants needed to synthesize it. The reactants are: [CH:1]1[C:6]2=[N:7][S:8][N:9]=[C:5]2[C:4]([NH:10][C:11]2[NH:15][CH2:14][CH2:13][N:12]=2)=[C:3]([Cl:16])[CH:2]=1.C(O)(=O)C. (2) Given the product [Br:9][C:10]1[CH:15]=[CH:14][C:13]([S:16]([NH:6][C@H:3]([CH2:4][CH3:5])[C:2]([F:8])([F:7])[F:1])(=[O:18])=[O:17])=[C:12]([F:20])[C:11]=1[CH:21]([F:22])[F:23], predict the reactants needed to synthesize it. The reactants are: [F:1][C:2]([F:8])([F:7])[C@H:3]([NH2:6])[CH2:4][CH3:5].[Br:9][C:10]1[CH:15]=[CH:14][C:13]([S:16](Cl)(=[O:18])=[O:17])=[C:12]([F:20])[C:11]=1[CH:21]([F:23])[F:22].Cl. (3) The reactants are: FC1C=C2C(C(I)=CN2S(C2C=CC=CC=2)(=O)=O)=CC=1.C1(S([N:30]2[C:38]3[C:33](=[CH:34][CH:35]=[CH:36][CH:37]=3)[C:32]([C:39]3[CH:40]=[CH:41][C:42]4[O:46][CH:45]=[N:44][C:43]=4[CH:47]=3)=[CH:31]2)(=O)=O)C=CC=CC=1. Given the product [NH:30]1[C:38]2[C:33](=[CH:34][CH:35]=[CH:36][CH:37]=2)[C:32]([C:39]2[CH:40]=[CH:41][C:42]3[O:46][CH:45]=[N:44][C:43]=3[CH:47]=2)=[CH:31]1, predict the reactants needed to synthesize it. (4) Given the product [F:11][CH2:35][S:34][C:31]1[CH:30]=[CH:29][C:28]([C:25]2[C:24]3[CH:36]=[C:20]([C:17]4[O:16][C:15]([CH3:14])=[N:19][N:18]=4)[CH:21]=[CH:22][C:23]=3[O:27][CH:26]=2)=[CH:33][CH:32]=1, predict the reactants needed to synthesize it. The reactants are: COCCN(S(F)(F)[F:11])CCOC.[CH3:14][C:15]1[O:16][C:17]([C:20]2[CH:21]=[CH:22][C:23]3[O:27][CH:26]=[C:25]([C:28]4[CH:33]=[CH:32][C:31]([S:34][CH3:35])=[CH:30][CH:29]=4)[C:24]=3[CH:36]=2)=[N:18][N:19]=1.[Sb](Cl)(Cl)Cl. (5) Given the product [O:23]1[C:24]2[C:25](=[N:26][CH:27]=[CH:28][CH:29]=2)[O:30][C@@H:21]([C:18]2[CH:19]=[CH:20][C:15]([CH2:14][N:11]3[CH2:10][CH2:9][N:8]4[C:6](=[O:7])[O:5][CH2:1][C@H:13]4[CH2:12]3)=[CH:16][CH:17]=2)[CH2:22]1, predict the reactants needed to synthesize it. The reactants are: [C:1]([O:5][C:6]([N:8]1[CH2:13][CH2:12][N:11]([CH2:14][C:15]2[CH:20]=[CH:19][C:18]([C@@H:21]3[O:30][C:25]4=[N:26][CH:27]=[CH:28][CH:29]=[C:24]4[O:23][CH2:22]3)=[CH:17][CH:16]=2)[CH2:10][CH2:9]1)=[O:7])(C)(C)C.C1[C@H]2CNCCN2C(=O)O1. (6) Given the product [C:1]([O:5][C:6]([N:8]([C:16]1[CH:21]=[C:20]([NH2:22])[CH:19]=[CH:18][C:17]=1[F:25])[C:9]([O:11][C:12]([CH3:15])([CH3:14])[CH3:13])=[O:10])=[O:7])([CH3:2])([CH3:3])[CH3:4], predict the reactants needed to synthesize it. The reactants are: [C:1]([O:5][C:6]([N:8]([C:16]1[CH:21]=[C:20]([N+:22]([O-])=O)[CH:19]=[CH:18][C:17]=1[F:25])[C:9]([O:11][C:12]([CH3:15])([CH3:14])[CH3:13])=[O:10])=[O:7])([CH3:4])([CH3:3])[CH3:2].